Task: Predict the reaction yield, written as a fraction of the theoretical maximum amount of product (1.0 means a 100% yield; for example, 0.34 means a 34% yield).. Dataset: Reaction yield outcomes from USPTO patents with 853,638 reactions The reactants are [OH:1][C:2]1[CH:3]=[C:4]2[C:9](=[CH:10][C:11]=1[O:12][CH3:13])[CH:8]([CH2:14][C:15]1[CH:20]=[CH:19][CH:18]=[C:17]([O:21][CH2:22][CH3:23])[CH:16]=1)[NH:7][CH:6]=[C:5]2[CH:24]=[O:25]. The catalyst is C(Cl)(Cl)Cl.[O-2].[Mn+4].[O-2]. The product is [OH:1][C:2]1[CH:3]=[C:4]2[C:9](=[CH:10][C:11]=1[O:12][CH3:13])[C:8]([CH2:14][C:15]1[CH:20]=[CH:19][CH:18]=[C:17]([O:21][CH2:22][CH3:23])[CH:16]=1)=[N:7][CH:6]=[C:5]2[CH:24]=[O:25]. The yield is 0.890.